The task is: Predict the reaction yield, written as a fraction of the theoretical maximum amount of product (1.0 means a 100% yield; for example, 0.34 means a 34% yield).. This data is from Reaction yield outcomes from USPTO patents with 853,638 reactions. The reactants are [CH3:1][O:2][C:3](=[O:12])[C:4]1[CH:9]=[CH:8][C:7](Cl)=[N:6][C:5]=1[NH2:11].C([Sn](CCCC)(CCCC)[CH2:18][O:19][CH3:20])CCC.CN1CCCC1=O.[F-].[K+]. The catalyst is C1C=CC([P]([Pd]([P](C2C=CC=CC=2)(C2C=CC=CC=2)C2C=CC=CC=2)([P](C2C=CC=CC=2)(C2C=CC=CC=2)C2C=CC=CC=2)[P](C2C=CC=CC=2)(C2C=CC=CC=2)C2C=CC=CC=2)(C2C=CC=CC=2)C2C=CC=CC=2)=CC=1.C(OCC)(=O)C. The product is [CH3:1][O:2][C:3](=[O:12])[C:4]1[CH:9]=[CH:8][C:7]([CH2:18][O:19][CH3:20])=[N:6][C:5]=1[NH2:11]. The yield is 0.630.